Task: Predict the reactants needed to synthesize the given product.. Dataset: Full USPTO retrosynthesis dataset with 1.9M reactions from patents (1976-2016) (1) Given the product [F:20][C:2]([F:19])([F:1])[C:3]1[CH:4]=[CH:5][C:6]([CH:9]2[CH2:14][CH:13]([C:15]([O:17][CH3:18])=[O:16])[CH2:12][CH2:11][N:10]2[C:30]([O:31][CH3:32])=[O:33])=[CH:7][CH:8]=1, predict the reactants needed to synthesize it. The reactants are: [F:1][C:2]([F:20])([F:19])[C:3]1[CH:8]=[CH:7][C:6]([CH:9]2[CH2:14][CH:13]([C:15]([O:17][CH3:18])=[O:16])[CH2:12][CH2:11][NH:10]2)=[CH:5][CH:4]=1.CCN(C(C)C)C(C)C.[C:30](Cl)(=[O:33])[O:31][CH3:32]. (2) The reactants are: [CH2:1]([O:4][N:5]=[C:6]1[CH2:10][N:9]([C:11]([O:13]C(C)(C)C)=O)[C@H:8]([C:18]([OH:20])=O)[CH2:7]1)[CH:2]=[CH2:3].[CH2:21]([O:23][C:24]1[CH:33]=[CH:32][C:31]2[C:26](=[CH:27][CH:28]=[CH:29][CH:30]=2)[C:25]=1C(Cl)=O)[CH3:22].[CH2:37]([N:39]1[C:51]2[CH:50]=[CH:49][C:48]([NH2:52])=[CH:47][C:46]=2[C:45]2[C:40]1=[CH:41][CH:42]=[CH:43][CH:44]=2)[CH3:38]. Given the product [CH2:1]([O:4][N:5]=[C:6]1[CH2:10][N:9]([C:11]([C:25]2[C:26]3[C:31](=[CH:30][CH:29]=[CH:28][CH:27]=3)[CH:32]=[CH:33][C:24]=2[O:23][CH2:21][CH3:22])=[O:13])[C@H:8]([C:18]([NH:52][C:48]2[CH:49]=[CH:50][C:51]3[N:39]([CH2:37][CH3:38])[C:40]4[C:45]([C:46]=3[CH:47]=2)=[CH:44][CH:43]=[CH:42][CH:41]=4)=[O:20])[CH2:7]1)[CH:2]=[CH2:3], predict the reactants needed to synthesize it. (3) Given the product [F:13][C:10]1[CH:11]=[CH:12][C:2]([C:1]([O:4][CH2:16][CH3:17])=[O:3])=[N:8][CH:9]=1, predict the reactants needed to synthesize it. The reactants are: [C:1]([O-:4])(=[O:3])[CH3:2].[Na+].BrC1[CH:12]=[CH:11][C:10]([F:13])=[CH:9][N:8]=1.[C]=O.[CH2:16](O)[CH3:17]. (4) Given the product [CH2:1]([C:3]1[CH:8]=[CH:7][CH:6]=[CH:5][C:4]=1[O:9][CH2:10][C@@H:11]([OH:12])[CH2:13][NH:39][CH:36]1[CH2:35][CH2:34][N:33]([CH2:32][C:31]2[CH:30]=[CH:29][C:28]([Cl:27])=[CH:41][CH:40]=2)[CH2:38][CH2:37]1)[CH3:2], predict the reactants needed to synthesize it. The reactants are: [CH2:1]([C:3]1[CH:8]=[CH:7][CH:6]=[CH:5][C:4]=1[OH:9])[CH3:2].[CH2:10]1[O:12][C@@H:11]1[CH2:13]OS(C1C=C([N+]([O-])=O)C=CC=1)(=O)=O.[Cl:27][C:28]1[CH:41]=[CH:40][C:31]([CH2:32][N:33]2[CH2:38][CH2:37][CH:36]([NH2:39])[CH2:35][CH2:34]2)=[CH:30][CH:29]=1. (5) Given the product [NH2:8][C:9]1[O:17][C:16]2[C:11](=[N:12][CH:13]=[C:14]([CH2:18][N:19]3[CH2:23][CH2:22][C@@H:21]([F:24])[CH2:20]3)[CH:15]=2)[C:10]=1[C:25]([NH:27][C:28]1[CH:29]=[N:30][CH:31]=[CH:32][C:33]=1[N:34]1[CH2:39][C@H:38]([C:40]([F:42])([F:43])[F:41])[CH2:37][C@H:36]([NH2:44])[CH2:35]1)=[O:26], predict the reactants needed to synthesize it. The reactants are: C(OC([NH:8][C:9]1[O:17][C:16]2[C:11](=[N:12][CH:13]=[C:14]([CH2:18][N:19]3[CH2:23][CH2:22][C@@H:21]([F:24])[CH2:20]3)[CH:15]=2)[C:10]=1[C:25]([NH:27][C:28]1[CH:29]=[N:30][CH:31]=[CH:32][C:33]=1[N:34]1[CH2:39][C@H:38]([C:40]([F:43])([F:42])[F:41])[CH2:37][C@H:36]([NH:44]C(=O)OC(C)(C)C)[CH2:35]1)=[O:26])=O)(C)(C)C.Cl.O1CCOCC1. (6) The reactants are: [C:1]([O:5][CH3:6])(=[O:4])[CH2:2][SH:3].C(N(CC)CC)C.[Br:14][C:15]1[CH:22]=[CH:21][CH:20]=[C:19](F)[C:16]=1[CH:17]=O. Given the product [Br:14][C:15]1[C:16]2[CH:17]=[C:2]([C:1]([O:5][CH3:6])=[O:4])[S:3][C:19]=2[CH:20]=[CH:21][CH:22]=1, predict the reactants needed to synthesize it. (7) Given the product [Cl:1][C:2]1[CH:3]=[C:4]([CH:21]=[CH:22][C:23]=1[O:24][CH3:25])[CH2:5][NH:6][C:7]1[C:12]([C:13]([OH:15])=[O:14])=[C:11]([O:17][CH3:18])[N:10]=[C:9]([S:19][CH3:20])[N:8]=1, predict the reactants needed to synthesize it. The reactants are: [Cl:1][C:2]1[CH:3]=[C:4]([CH:21]=[CH:22][C:23]=1[O:24][CH3:25])[CH2:5][NH:6][C:7]1[C:12]([C:13]([O:15]C)=[O:14])=[C:11]([O:17][CH3:18])[N:10]=[C:9]([S:19][CH3:20])[N:8]=1.[OH-].[Na+].O.C(O)(=O)CC(CC(O)=O)(C(O)=O)O. (8) Given the product [CH:1]1([S:4]([C:7]2[CH:12]=[CH:11][C:10]([CH:13]([C:36]3[NH:40][C:39]([C:41]4[CH:46]=[CH:45][CH:44]=[CH:43][N:42]=4)=[CH:38][CH:37]=3)[CH2:14][C@H:15]3[CH2:35][CH2:34][C:17](=[O:18])[CH2:16]3)=[CH:9][CH:8]=2)(=[O:5])=[O:6])[CH2:3][CH2:2]1, predict the reactants needed to synthesize it. The reactants are: [CH:1]1([S:4]([C:7]2[CH:12]=[CH:11][C:10]([CH:13]([C:36]3[NH:40][C:39]([C:41]4[CH:46]=[CH:45][CH:44]=[CH:43][N:42]=4)=[CH:38][CH:37]=3)[CH2:14][C@H:15]3[CH2:35][CH2:34][C:17]4(O[C@H](C5C=CC=CC=5)[C@@H](C5C=CC=CC=5)[O:18]4)[CH2:16]3)=[CH:9][CH:8]=2)(=[O:6])=[O:5])[CH2:3][CH2:2]1.Cl. (9) Given the product [CH:13]1([N:10]2[CH2:9][C:8]3([CH2:19][CH2:18]3)[C:7](=[O:20])[N:6]([CH3:21])[C:5]3[CH:4]=[N:3][C:2]([NH:22][C:23]4[C:28]5[O:29][CH2:30][O:31][C:27]=5[C:26]([C:32]([NH:34][CH:35]5[CH2:40][CH2:39][N:38]([CH3:41])[CH2:37][CH2:36]5)=[O:33])=[CH:25][CH:24]=4)=[N:12][C:11]2=3)[CH2:17][CH2:16][CH2:15][CH2:14]1, predict the reactants needed to synthesize it. The reactants are: Cl[C:2]1[N:3]=[CH:4][C:5]2[N:6]([CH3:21])[C:7](=[O:20])[C:8]3([CH2:19][CH2:18]3)[CH2:9][N:10]([CH:13]3[CH2:17][CH2:16][CH2:15][CH2:14]3)[C:11]=2[N:12]=1.[NH2:22][C:23]1[C:28]2[O:29][CH2:30][O:31][C:27]=2[C:26]([C:32]([NH:34][CH:35]2[CH2:40][CH2:39][N:38]([CH3:41])[CH2:37][CH2:36]2)=[O:33])=[CH:25][CH:24]=1.O.C1(C)C=CC(S(O)(=O)=O)=CC=1. (10) Given the product [N:25]([CH2:14][C@H:15]1[NH:16][C:17](=[O:24])[C@H:18]([CH2:20][CH2:21][CH2:22][Cl:23])[CH2:19]1)=[N+:26]=[N-:27], predict the reactants needed to synthesize it. The reactants are: [N+](C1C=CC(S(O[CH2:14][C@@H:15]2[CH2:19][C@@H:18]([CH2:20][CH2:21][CH2:22][Cl:23])[C:17](=[O:24])[NH:16]2)(=O)=O)=CC=1)([O-])=O.[N-:25]=[N+:26]=[N-:27].[Na+].[N-]=[N+]=[N-].